This data is from Forward reaction prediction with 1.9M reactions from USPTO patents (1976-2016). The task is: Predict the product of the given reaction. (1) Given the reactants C(OC(=O)[NH:7][C@H:8]([C:10]1[N:14]([CH2:15][CH2:16][O:17][CH3:18])[C:13]2[C:19]([C:24]3[CH:29]=[CH:28][CH:27]=[CH:26][N:25]=3)=[C:20]([F:23])[CH:21]=[CH:22][C:12]=2[N:11]=1)[CH3:9])(C)(C)C, predict the reaction product. The product is: [F:23][C:20]1[CH:21]=[CH:22][C:12]2[N:11]=[C:10]([C@@H:8]([NH2:7])[CH3:9])[N:14]([CH2:15][CH2:16][O:17][CH3:18])[C:13]=2[C:19]=1[C:24]1[CH:29]=[CH:28][CH:27]=[CH:26][N:25]=1. (2) Given the reactants [C:1]([Si:5]([CH3:8])([CH3:7])Cl)([CH3:4])([CH3:3])[CH3:2].[OH:9][C:10]1[CH:11]=[C:12]([CH:15]=[CH:16][CH:17]=1)[CH:13]=[O:14].N1C=CN=C1, predict the reaction product. The product is: [Si:5]([O:9][C:10]1[CH:11]=[C:12]([CH:15]=[CH:16][CH:17]=1)[CH:13]=[O:14])([C:1]([CH3:4])([CH3:3])[CH3:2])([CH3:8])[CH3:7]. (3) The product is: [CH2:9]1[C:10]2[C:15](=[CH:14][CH:13]=[CH:12][CH:11]=2)[CH2:16][N:8]1[C:6]1[CH:7]=[C:2]([N:25]2[CH2:30][CH2:29][NH:28][CH2:27][CH2:26]2)[N:3]=[C:4]([NH2:17])[N:5]=1. Given the reactants Cl[C:2]1[CH:7]=[C:6]([N:8]2[CH2:16][C:15]3[C:10](=[CH:11][CH:12]=[CH:13][CH:14]=3)[CH2:9]2)[N:5]=[C:4]([NH2:17])[N:3]=1.C(OC([N:25]1[CH2:30][CH2:29][NH:28][CH2:27][CH2:26]1)=O)(C)(C)C.O, predict the reaction product.